Dataset: Full USPTO retrosynthesis dataset with 1.9M reactions from patents (1976-2016). Task: Predict the reactants needed to synthesize the given product. (1) The reactants are: [H-].[Na+].[Br:3][C:4]1[CH:5]=[C:6]2[C:10](=[CH:11][CH:12]=1)[NH:9][CH:8]=[C:7]2[CH:13]([CH3:15])[CH3:14].[C:16]([Si:20](Cl)([CH3:22])[CH3:21])([CH3:19])([CH3:18])[CH3:17].O. Given the product [Br:3][C:4]1[CH:5]=[C:6]2[C:10](=[CH:11][CH:12]=1)[N:9]([Si:20]([C:16]([CH3:19])([CH3:18])[CH3:17])([CH3:22])[CH3:21])[CH:8]=[C:7]2[CH:13]([CH3:15])[CH3:14], predict the reactants needed to synthesize it. (2) Given the product [O:13]1[CH:14]=[CH:15][CH:16]=[C:12]1[C:7]1[CH:6]=[C:5]([C:17]([NH:19][C:20]2[CH:21]=[N:22][CH:23]=[CH:24][CH:25]=2)=[O:18])[C:4]2[C:9](=[CH:10][CH:11]=[C:2]([C:2]3[CH:3]=[CH:4][CH:9]=[CH:10][CH:11]=3)[CH:3]=2)[N:8]=1, predict the reactants needed to synthesize it. The reactants are: Br[C:2]1[CH:3]=[C:4]2[C:9](=[CH:10][CH:11]=1)[N:8]=[C:7]([C:12]1[O:13][CH:14]=[CH:15][CH:16]=1)[CH:6]=[C:5]2[C:17]([NH:19][C:20]1[CH:21]=[N:22][CH:23]=[CH:24][CH:25]=1)=[O:18]. (3) Given the product [CH2:20]([N:3]([CH2:1][CH3:2])[C:4]([C:6]1[CH:19]=[CH:18][C:9]([CH2:10][C:11]2[CH:16]=[CH:15][CH:14]=[CH:13][C:12]=2[O:17][CH2:24][CH:25]([OH:26])[CH2:27][OH:28])=[CH:8][CH:7]=1)=[O:5])[CH3:21], predict the reactants needed to synthesize it. The reactants are: [CH2:1]([N:3]([CH2:20][CH3:21])[C:4]([C:6]1[CH:19]=[CH:18][C:9]([CH2:10][C:11]2[CH:16]=[CH:15][CH:14]=[CH:13][C:12]=2[OH:17])=[CH:8][CH:7]=1)=[O:5])[CH3:2].[OH-].[Na+].[CH2:24]1[O:26][CH:25]1[CH2:27][OH:28].